From a dataset of Forward reaction prediction with 1.9M reactions from USPTO patents (1976-2016). Predict the product of the given reaction. Given the reactants [CH2:1]([O:4][C:5]1[CH:10]=[CH:9][C:8]([C:11]2[C:16]3=[N:17][S:18](=[O:22])(=[O:21])[CH2:19][CH2:20][N:15]3[CH:14]=[CH:13][CH:12]=2)=[CH:7][CH:6]=1)[CH2:2][CH3:3], predict the reaction product. The product is: [CH2:1]([O:4][C:5]1[CH:10]=[CH:9][C:8]([CH:11]2[C:16]3=[N:17][S:18](=[O:21])(=[O:22])[CH2:19][CH2:20][N:15]3[CH2:14][CH2:13][CH2:12]2)=[CH:7][CH:6]=1)[CH2:2][CH3:3].